Dataset: Full USPTO retrosynthesis dataset with 1.9M reactions from patents (1976-2016). Task: Predict the reactants needed to synthesize the given product. (1) The reactants are: O[CH2:2][CH2:3][CH2:4][C:5]1[CH:9]=[C:8]([C:10]2[CH:15]=[CH:14][C:13]([CH3:16])=[CH:12][CH:11]=2)[N:7]([C:17]2[CH:22]=[CH:21][C:20]([S:23]([NH2:26])(=[O:25])=[O:24])=[CH:19][CH:18]=2)[N:6]=1.C1C=CC(P(C2C=CC=CC=2)C2C=CC=CC=2)=CC=1.[C:46]1(=[O:56])[NH:50][C:49](=[O:51])[C:48]2=[CH:52][CH:53]=[CH:54][CH:55]=[C:47]12.CC(OC(/N=N/C(OC(C)C)=O)=O)C. Given the product [O:51]=[C:49]1[C:48]2[C:47](=[CH:55][CH:54]=[CH:53][CH:52]=2)[C:46](=[O:56])[N:50]1[CH2:2][CH2:3][CH2:4][C:5]1[CH:9]=[C:8]([C:10]2[CH:11]=[CH:12][C:13]([CH3:16])=[CH:14][CH:15]=2)[N:7]([C:17]2[CH:22]=[CH:21][C:20]([S:23]([NH2:26])(=[O:25])=[O:24])=[CH:19][CH:18]=2)[N:6]=1, predict the reactants needed to synthesize it. (2) Given the product [Cl:25][C:14]1[C:15]2[C:20](=[CH:19][CH:18]=[CH:17][CH:16]=2)[CH:21]=[C:12]([C:9]2[CH:10]=[CH:11][C:6]([CH2:5][CH2:4][CH2:3][O:2][CH3:1])=[CH:7][CH:8]=2)[N:13]=1, predict the reactants needed to synthesize it. The reactants are: [CH3:1][O:2][CH2:3][CH2:4][CH2:5][C:6]1[CH:11]=[CH:10][C:9]([C:12]2[NH:13][C:14](=O)[C:15]3[C:20]([CH:21]=2)=[CH:19][CH:18]=[CH:17][CH:16]=3)=[CH:8][CH:7]=1.P(Cl)(Cl)([Cl:25])=O.